This data is from Reaction yield outcomes from USPTO patents with 853,638 reactions. The task is: Predict the reaction yield, written as a fraction of the theoretical maximum amount of product (1.0 means a 100% yield; for example, 0.34 means a 34% yield). The reactants are [F:1][C:2]([C:5]1[CH:9]=[C:8]([NH:10][C:11](=[O:19])OC2C=CC=CC=2)[O:7][N:6]=1)([CH3:4])[CH3:3].[NH2:20][C:21]1[CH:22]=[C:23]([OH:27])[CH:24]=[CH:25][CH:26]=1.CN(C1C=CC=CN=1)C. The catalyst is C1COCC1. The product is [F:1][C:2]([C:5]1[CH:9]=[C:8]([NH:10][C:11]([NH:20][C:21]2[CH:26]=[CH:25][CH:24]=[C:23]([OH:27])[CH:22]=2)=[O:19])[O:7][N:6]=1)([CH3:3])[CH3:4]. The yield is 0.740.